Dataset: Full USPTO retrosynthesis dataset with 1.9M reactions from patents (1976-2016). Task: Predict the reactants needed to synthesize the given product. Given the product [Cl:1][C:2]1[C:3]2[N:4]([C:8]([CH:11]3[CH2:14][CH:13]([CH2:15][OH:25])[CH2:12]3)=[N:9][CH:10]=2)[CH:5]=[CH:6][N:7]=1, predict the reactants needed to synthesize it. The reactants are: [Cl:1][C:2]1[C:3]2[N:4]([C:8]([CH:11]3[CH2:14][C:13](=[CH2:15])[CH2:12]3)=[N:9][CH:10]=2)[CH:5]=[CH:6][N:7]=1.B1C2CCCC1CCC2.[OH2:25].[Na+].[Cl-].